This data is from Peptide-MHC class I binding affinity with 185,985 pairs from IEDB/IMGT. The task is: Regression. Given a peptide amino acid sequence and an MHC pseudo amino acid sequence, predict their binding affinity value. This is MHC class I binding data. (1) The peptide sequence is LLNESNIFL. The MHC is HLA-A02:02 with pseudo-sequence HLA-A02:02. The binding affinity (normalized) is 0.915. (2) The peptide sequence is KSLFNTVATLY. The MHC is HLA-B08:01 with pseudo-sequence HLA-B08:01. The binding affinity (normalized) is 0.0847. (3) The peptide sequence is LAYARGQAM. The MHC is HLA-A02:01 with pseudo-sequence HLA-A02:01. The binding affinity (normalized) is 0.213. (4) The peptide sequence is KYFVRSTEK. The MHC is HLA-B15:01 with pseudo-sequence HLA-B15:01. The binding affinity (normalized) is 0.0847. (5) The peptide sequence is GLKSKTHAV. The MHC is HLA-A02:03 with pseudo-sequence HLA-A02:03. The binding affinity (normalized) is 0.958.